This data is from Experimentally validated miRNA-target interactions with 360,000+ pairs, plus equal number of negative samples. The task is: Binary Classification. Given a miRNA mature sequence and a target amino acid sequence, predict their likelihood of interaction. (1) The miRNA is hsa-miR-324-3p with sequence CCCACUGCCCCAGGUGCUGCUGG. The protein sequence of the target gene is MISASRAAAARLVGAAASRGPTAARHQDSWNGLSHEAFRLVSRRDYASEAIKGAVVGIDLGTTNSCVAVMEGKQAKVLENAEGARTTPSVVAFTADGERLVGMPAKRQAVTNPNNTFYATKRLIGRRYDDPEVQKDIKNVPFKIVRASNGDAWVEAHGKLYSPSQIGAFVLMKMKETAENYLGHTAKNAVITVPAYFNDSQRQATKDAGQISGLNVLRVINEPTAAALAYGLDKSEDKVIAVYDLGGGTFDISILEIQKGVFEVKSTNGDTFLGGEDFDQALLRHIVKEFKRETGVDLTK.... Result: 1 (interaction). (2) The miRNA is hsa-miR-195-3p with sequence CCAAUAUUGGCUGUGCUGCUCC. The protein sequence of the target gene is MEEQPQMQDADEPADSGGEGRAGGPPQVAGAQAACSEDRMTLLLRLRAQTKQQLLEYKSMVDASEEKTPEQIMQEKQIEAKIEDLENEIEEVKVAFEIKKLALDRMRLSTALKKNLEKISRQSSVLMDNMKHLLELNKLIMKSQQESWDLEEKLLDIRKKRLQLKQASESKLLEIQTEKNKQKIDLDSMENSERIKIIRQNLQMEIKITTVIQHVFQNLILGSKVNWAEDPALKEIVLQLEKNVDMM. Result: 0 (no interaction). (3) The miRNA is hsa-miR-365b-5p with sequence AGGGACUUUCAGGGGCAGCUGU. The protein sequence of the target gene is MERPAPLAVLPFSDPAHALSLLRGLSQLRAERKFLDVTLEAAGGRDFPAHRAVLAAASPYFRAMFAGQLRESRAERVRLHGVPPDMLQLLLDFSYTGRVAVSGDNAEPLLRAADLLQFPAVKEACGAFLQQQLDLANCLDMQDFAEAFSCSGLASAAQRFILRHVGELGAEQLERLPLARLLRYLRDDGLCVPKEEAAYQLALRWVRADPPRRAAHWPQLLEAVRLPFVRRFYLLAHVEAEPLVARCPPCLRLLREARDFQAARYDRHDRGPCPRMRPRPSTGLAEILVLVGGCDQDCDE.... Result: 1 (interaction).